The task is: Predict the product of the given reaction.. This data is from Forward reaction prediction with 1.9M reactions from USPTO patents (1976-2016). (1) The product is: [CH3:26][N:15]([C:12]1[N:11]=[CH:10][C:9]([B:4]2[O:3][C:2]([CH3:23])([CH3:1])[C:6]([CH3:7])([CH3:8])[O:5]2)=[CH:14][N:13]=1)[C:16](=[O:22])[O:17][C:18]([CH3:21])([CH3:20])[CH3:19]. Given the reactants [CH3:1][C:2]1([CH3:23])[C:6]([CH3:8])([CH3:7])[O:5][B:4]([C:9]2[CH:10]=[N:11][C:12]([NH:15][C:16](=[O:22])[O:17][C:18]([CH3:21])([CH3:20])[CH3:19])=[N:13][CH:14]=2)[O:3]1.CI.[C:26](=O)([O-])[O-].[Cs+].[Cs+], predict the reaction product. (2) Given the reactants [NH2:1][C@@H:2]([CH:6]([CH3:8])[CH3:7])[C:3]([NH2:5])=[O:4].C(N(C(C)C)CC)(C)C.[C:18]([CH:22]1[CH2:31][CH2:30][C:29]2[N:28]=[C:27]3[S:32][C:33]([C:35](Cl)=[O:36])=[CH:34][C:26]3=[CH:25][C:24]=2[CH2:23]1)([CH3:21])([CH3:20])[CH3:19].Cl, predict the reaction product. The product is: [C:3]([C@@H:2]([NH:1][C:35]([C:33]1[S:32][C:27]2=[N:28][C:29]3[CH2:30][CH2:31][CH:22]([C:18]([CH3:20])([CH3:19])[CH3:21])[CH2:23][C:24]=3[CH:25]=[C:26]2[CH:34]=1)=[O:36])[CH:6]([CH3:8])[CH3:7])(=[O:4])[NH2:5]. (3) Given the reactants [NH2:1][C:2]1[CH:3]=[C:4]([C:8]2[N:9]=[C:10]([NH:24][CH2:25][C:26]3[CH:31]=[CH:30][CH:29]=[CH:28][N:27]=3)[C:11]3[C:16]([CH:17]=2)=[CH:15][CH:14]=[CH:13][C:12]=3[C:18]2[CH:23]=[CH:22][CH:21]=[CH:20][CH:19]=2)[CH:5]=[CH:6][CH:7]=1.N1C=CC=CC=1.[N:38]1([C:44](Cl)=[O:45])[CH2:43][CH2:42][O:41][CH2:40][CH2:39]1, predict the reaction product. The product is: [C:18]1([C:12]2[CH:13]=[CH:14][CH:15]=[C:16]3[C:11]=2[C:10]([NH:24][CH2:25][C:26]2[CH:31]=[CH:30][CH:29]=[CH:28][N:27]=2)=[N:9][C:8]([C:4]2[CH:3]=[C:2]([NH:1][C:44]([N:38]4[CH2:43][CH2:42][O:41][CH2:40][CH2:39]4)=[O:45])[CH:7]=[CH:6][CH:5]=2)=[CH:17]3)[CH:23]=[CH:22][CH:21]=[CH:20][CH:19]=1.